Predict which catalyst facilitates the given reaction. From a dataset of Catalyst prediction with 721,799 reactions and 888 catalyst types from USPTO. (1) Reactant: [C:1]([O:7][C:8]([CH3:11])([CH3:10])[CH3:9])(=[O:6])[CH2:2][C:3]([CH3:5])=O.Br[C:13]1[CH:14]=[C:15]([CH:18]=[CH:19][CH:20]=1)[CH:16]=O.[NH4+:21].[OH-:22]. Product: [CH3:5][C:3]1[NH:21][C:3]([CH3:5])=[C:2]([C:1]([O:7][C:8]([CH3:11])([CH3:10])[CH3:9])=[O:22])[CH:16]([C:15]2[CH:18]=[CH:19][CH:20]=[CH:13][CH:14]=2)[C:2]=1[C:1]([O:7][C:8]([CH3:11])([CH3:10])[CH3:9])=[O:6]. The catalyst class is: 271. (2) Reactant: [F:1][CH:2]([F:26])[C:3]1[C:8]([F:9])=[CH:7][C:6]([C:10]2[C:19]3[C:14](=[CH:15][C:16]([S:20](Cl)(=[O:22])=[O:21])=[CH:17][CH:18]=3)[N:13]=[CH:12][N:11]=2)=[C:5]([O:24][CH3:25])[CH:4]=1.COC1C=CC(C[NH:34][C:35]2[N:36]=[CH:37][S:38][CH:39]=2)=CC=1.CN1C=CN=C1.C(O)(C(F)(F)F)=O. Product: [F:1][CH:2]([F:26])[C:3]1[C:8]([F:9])=[CH:7][C:6]([C:10]2[C:19]3[C:14](=[CH:15][C:16]([S:20]([NH:34][C:35]4[N:36]=[CH:37][S:38][CH:39]=4)(=[O:22])=[O:21])=[CH:17][CH:18]=3)[N:13]=[CH:12][N:11]=2)=[C:5]([O:24][CH3:25])[CH:4]=1. The catalyst class is: 23. (3) Reactant: [CH3:1][C:2]([CH3:38])([O:5][C:6]1[CH:11]=[CH:10][C:9]([N:12]2[C:17](=[O:18])[C:16]([CH2:19][C:20]3[CH:25]=[CH:24][C:23]([C:26]4[C:27]([C:32]#[N:33])=[CH:28][CH:29]=[CH:30][CH:31]=4)=[CH:22][CH:21]=3)=[C:15]([CH2:34][CH2:35][CH3:36])[N:14]=[C:13]2[CH3:37])=[CH:8][CH:7]=1)[CH:3]=[O:4].[CH3:39][Mg]Br.C(OCC)(=O)C.O. Product: [OH:4][CH:3]([CH3:39])[C:2]([CH3:38])([CH3:1])[O:5][C:6]1[CH:7]=[CH:8][C:9]([N:12]2[C:17](=[O:18])[C:16]([CH2:19][C:20]3[CH:25]=[CH:24][C:23]([C:26]4[C:27]([C:32]#[N:33])=[CH:28][CH:29]=[CH:30][CH:31]=4)=[CH:22][CH:21]=3)=[C:15]([CH2:34][CH2:35][CH3:36])[N:14]=[C:13]2[CH3:37])=[CH:10][CH:11]=1. The catalyst class is: 7. (4) Reactant: Br.Br[CH:3]1[C:8](=O)[CH2:7][CH2:6][NH:5][CH2:4]1.[F:10][C:11]1[CH:12]=[C:13]([C:19](=[S:21])[NH2:20])[CH:14]=[CH:15][C:16]=1[O:17][CH3:18]. Product: [F:10][C:11]1[CH:12]=[C:13]([C:19]2[S:21][C:3]3[CH2:4][NH:5][CH2:6][CH2:7][C:8]=3[N:20]=2)[CH:14]=[CH:15][C:16]=1[O:17][CH3:18]. The catalyst class is: 9.